This data is from Full USPTO retrosynthesis dataset with 1.9M reactions from patents (1976-2016). The task is: Predict the reactants needed to synthesize the given product. Given the product [F:1][C:2]([F:7])([F:6])[C:3]([N:15]1[CH2:16][CH2:17][N:12]([S:9]([CH3:8])(=[O:11])=[O:10])[CH2:13][CH2:14]1)=[O:4], predict the reactants needed to synthesize it. The reactants are: [F:1][C:2]([F:7])([F:6])[C:3](O)=[O:4].[CH3:8][S:9]([N:12]1[CH2:17][CH2:16][N:15](C(OC(C)(C)C)=O)[CH2:14][CH2:13]1)(=[O:11])=[O:10].